Task: Predict the product of the given reaction.. Dataset: Forward reaction prediction with 1.9M reactions from USPTO patents (1976-2016) (1) Given the reactants C[O:2][C:3](=O)[C:4]1[CH:9]=[C:8]([CH3:10])[N:7]=[C:6]([Br:11])[CH:5]=1.CC(C[AlH]CC(C)C)C, predict the reaction product. The product is: [Br:11][C:6]1[CH:5]=[C:4]([CH2:3][OH:2])[CH:9]=[C:8]([CH3:10])[N:7]=1. (2) Given the reactants [CH:1]1([C:4]([NH:6][C:7]2[N:8]=[CH:9][C:10]3[C:15]([CH:16]=2)=[CH:14][CH:13]=[C:12]([C:17]2[CH:18]=[C:19]([NH:24][C:25]([C:27]4[CH:32]=[CH:31][C:30]([CH:33]5[CH2:37][CH2:36][N:35]([C:38](OC(C)(C)C)=O)[CH2:34]5)=[CH:29][CH:28]=4)=[O:26])[CH:20]=[CH:21][C:22]=2[CH3:23])[CH:11]=3)=[O:5])[CH2:3][CH2:2]1.C(Cl)Cl.Cl.C(=O)([O-])[O-].[K+].[K+].CN(C)C=O.CI, predict the reaction product. The product is: [CH:1]1([C:4]([NH:6][C:7]2[N:8]=[CH:9][C:10]3[C:15]([CH:16]=2)=[CH:14][CH:13]=[C:12]([C:17]2[CH:18]=[C:19]([NH:24][C:25](=[O:26])[C:27]4[CH:28]=[CH:29][C:30]([CH:33]5[CH2:37][CH2:36][N:35]([CH3:38])[CH2:34]5)=[CH:31][CH:32]=4)[CH:20]=[CH:21][C:22]=2[CH3:23])[CH:11]=3)=[O:5])[CH2:3][CH2:2]1. (3) The product is: [NH2:20][CH:10]([C:11]([N:13]1[CH2:17][CH2:16][CH2:15][CH:14]1[C:18]#[N:19])=[O:12])[CH2:9][CH2:8][C:7]([NH:6][CH2:5][CH:4]([NH:22][C:23](=[O:37])[CH:24]([CH2:32][SH:33])[CH2:25][C:26]1[CH:31]=[CH:30][CH:29]=[CH:28][CH:27]=1)[C:3]([OH:38])=[O:2])=[O:21]. Given the reactants C[O:2][C:3](=[O:38])[CH:4]([NH:22][C:23](=[O:37])[CH:24]([CH2:32][S:33]C(=O)C)[CH2:25][C:26]1[CH:31]=[CH:30][CH:29]=[CH:28][CH:27]=1)[CH2:5][NH:6][C:7](=[O:21])[CH2:8][CH2:9][CH:10]([NH2:20])[C:11]([N:13]1[CH2:17][CH2:16][CH2:15][CH:14]1[C:18]#[N:19])=[O:12].[Li+].[OH-], predict the reaction product. (4) Given the reactants N[C:2]1[CH:3]=[C:4]([CH:8]=[C:9]([S:11]([CH3:14])(=[O:13])=[O:12])[CH:10]=1)[C:5]([OH:7])=[O:6].N([O-])=[O:16].[Na+], predict the reaction product. The product is: [OH:16][C:2]1[CH:3]=[C:4]([CH:8]=[C:9]([S:11]([CH3:14])(=[O:13])=[O:12])[CH:10]=1)[C:5]([OH:7])=[O:6]. (5) Given the reactants Cl[C:2]1[CH:3]=[CH:4][N:5]2[C:10]=1[C:9]([NH:11][CH2:12][C:13]1[CH:18]=[CH:17][CH:16]=[CH:15][N:14]=1)=[N:8][C:7]([CH:19]1[CH2:21][CH:20]1[C:22]#[N:23])=[N:6]2.[C:24]1(B(O)O)[CH:29]=[CH:28][CH:27]=[CH:26][CH:25]=1.C1(P(C2CCCCC2)C2C=CC=CC=2C2C(C(C)C)=CC(C(C)C)=CC=2C(C)C)CCCCC1.C([O-])([O-])=O.[K+].[K+], predict the reaction product. The product is: [C:24]1([C:2]2[CH:3]=[CH:4][N:5]3[C:10]=2[C:9]([NH:11][CH2:12][C:13]2[CH:18]=[CH:17][CH:16]=[CH:15][N:14]=2)=[N:8][C:7]([CH:19]2[CH2:21][CH:20]2[C:22]#[N:23])=[N:6]3)[CH:29]=[CH:28][CH:27]=[CH:26][CH:25]=1.